Dataset: Catalyst prediction with 721,799 reactions and 888 catalyst types from USPTO. Task: Predict which catalyst facilitates the given reaction. (1) Reactant: [C:9](O[C:9]([O:11][C:12]([CH3:15])([CH3:14])[CH3:13])=[O:10])([O:11][C:12]([CH3:15])([CH3:14])[CH3:13])=[O:10].[BrH:16].[Br-].[NH2:18][C@H:19]1[CH2:24][CH2:23][CH2:22][N+:21]([CH2:35][CH2:36][CH2:37][C:38]2[CH:43]=[CH:42][CH:41]=[C:40]([OH:44])[CH:39]=2)([CH2:25][CH2:26][CH2:27][C:28]2[CH:33]=[CH:32][CH:31]=[C:30]([OH:34])[CH:29]=2)[CH2:20]1.C(N(CC)CC)C. Product: [Br-:16].[C:12]([O:11][C:9]([NH:18][C@H:19]1[CH2:24][CH2:23][CH2:22][N+:21]([CH2:25][CH2:26][CH2:27][C:28]2[CH:33]=[CH:32][CH:31]=[C:30]([OH:34])[CH:29]=2)([CH2:35][CH2:36][CH2:37][C:38]2[CH:43]=[CH:42][CH:41]=[C:40]([OH:44])[CH:39]=2)[CH2:20]1)=[O:10])([CH3:13])([CH3:14])[CH3:15]. The catalyst class is: 98. (2) The catalyst class is: 45. Product: [Si:39]([O:38][C@H:26]1[CH2:25][C@H:24]([O:23][C:13]2[N:12]=[CH:11][N:10]=[C:9]3[C:14]=2[N:15]=[C:16]([C:17]2[CH:18]=[CH:19][CH:20]=[CH:21][CH:22]=2)[NH:8]3)[CH2:28][C@H:27]1[CH2:29][OH:30])([C:42]([CH3:43])([CH3:44])[CH3:45])([CH3:40])[CH3:41]. Reactant: C([N:8]1[C:16]([C:17]2[CH:22]=[CH:21][CH:20]=[CH:19][CH:18]=2)=[N:15][C:14]2[C:9]1=[N:10][CH:11]=[N:12][C:13]=2[O:23][C@@H:24]1[CH2:28][C@@H:27]([CH2:29][O:30][Si](C(C)(C)C)(C)C)[C@@H:26]([O:38][Si:39]([C:42]([CH3:45])([CH3:44])[CH3:43])([CH3:41])[CH3:40])[CH2:25]1)C1C=CC=CC=1.C(O)=O.CO. (3) Reactant: [Cl:1][C:2]1[CH:3]=[C:4]([CH:21]=[CH:22][C:23]=1[Cl:24])[O:5][CH2:6][C@@H:7]([N:11]1[CH:15]=[C:14]([C:16](OCC)=[O:17])[N:13]=[CH:12]1)[C@@H:8]([OH:10])[CH3:9].[OH-].[NH4+:26]. Product: [Cl:1][C:2]1[CH:3]=[C:4]([CH:21]=[CH:22][C:23]=1[Cl:24])[O:5][CH2:6][C@@H:7]([N:11]1[CH:15]=[C:14]([C:16]([NH2:26])=[O:17])[N:13]=[CH:12]1)[C@@H:8]([OH:10])[CH3:9]. The catalyst class is: 57. (4) Reactant: [Cl:1][C:2]1[CH:3]=[CH:4][C:5]2[N:9]=[CH:8][NH:7][C:6]=2[CH:10]=1.[OH-].[Na+].[Cl:13][CH2:14][CH2:15][CH2:16][CH2:17]Br. Product: [Cl:13][CH2:14][CH2:15][CH2:16][CH2:17][N:7]1[C:6]2[CH:10]=[C:2]([Cl:1])[CH:3]=[CH:4][C:5]=2[N:9]=[CH:8]1. The catalyst class is: 689. (5) Reactant: [C:1]1(=O)[CH2:5][CH2:4][CH2:3][CH2:2]1.C(#N)[CH2:8][C:9]#[N:10].[C:12](=[S:14])=S.CCN(CC)CC.C[OH:23]. The catalyst class is: 3. Product: [SH:14][C:12]1[C:1]2[CH2:5][CH2:4][CH2:3][C:2]=2[CH:8]=[C:9]([OH:23])[N:10]=1. (6) Reactant: C([NH:4][C:5]1[CH:6]=[C:7]2[C:12](=[CH:13][CH:14]=1)[C:11]([S:15]([NH:18][CH2:19][C:20]1[CH:25]=[CH:24][CH:23]=[CH:22][CH:21]=1)(=[O:17])=[O:16])=[CH:10][CH:9]=[CH:8]2)(=O)C.C(O)CC.[ClH:30]. Product: [ClH:30].[NH2:4][C:5]1[CH:6]=[C:7]2[C:12](=[CH:13][CH:14]=1)[C:11]([S:15]([NH:18][CH2:19][C:20]1[CH:21]=[CH:22][CH:23]=[CH:24][CH:25]=1)(=[O:17])=[O:16])=[CH:10][CH:9]=[CH:8]2. The catalyst class is: 6. (7) Reactant: [Br:1][C:2]1[CH:7]=[C:6]([CH:8]([CH3:10])[CH3:9])[CH:5]=[CH:4][C:3]=1[NH2:11].[CH2:12](O)[CH:13](O)[CH2:14]O.[Na+].[N+](C1C=C(S([O-])(=O)=O)C=CC=1)([O-])=O.[OH-].[Na+]. Product: [Br:1][C:2]1[CH:7]=[C:6]([CH:8]([CH3:9])[CH3:10])[CH:5]=[C:4]2[C:3]=1[N:11]=[CH:14][CH:13]=[CH:12]2. The catalyst class is: 501. (8) Reactant: [OH:1][C:2]1[CH:11]=[CH:10][C:9]([C:12]#[N:13])=[CH:8][C:3]=1[C:4]([O:6][CH3:7])=[O:5].[I:14]N1C(=O)CCC1=O. Product: [C:12]([C:9]1[CH:10]=[C:11]([I:14])[C:2]([OH:1])=[C:3]([CH:8]=1)[C:4]([O:6][CH3:7])=[O:5])#[N:13]. The catalyst class is: 861. (9) Reactant: N#N.[C:3]([Si:7]([CH3:26])([CH3:25])[O:8][CH2:9][CH2:10][C:11]1[CH:12]=[C:13]([C:17]2[O:21][CH:20]=[N:19][C:18]=2[C:22](O)=[O:23])[CH:14]=[CH:15][CH:16]=1)([CH3:6])([CH3:5])[CH3:4].C1C=CC2N(O)N=NC=2C=1.C(Cl)CCl.CCN(C(C)C)C(C)C.[CH3:50][C:51]1([C:56]2[O:60][C:59]([CH2:61][N:62]3[CH:66]=[CH:65][C:64]([NH2:67])=[N:63]3)=[CH:58][CH:57]=2)[O:55][CH2:54][CH2:53][O:52]1. Product: [CH3:50][C:51]1([C:56]2[O:60][C:59]([CH2:61][N:62]3[CH:66]=[CH:65][C:64]([NH:67][C:22]([C:18]4[N:19]=[CH:20][O:21][C:17]=4[C:13]4[CH:14]=[CH:15][CH:16]=[C:11]([CH2:10][CH2:9][O:8][Si:7]([C:3]([CH3:6])([CH3:5])[CH3:4])([CH3:26])[CH3:25])[CH:12]=4)=[O:23])=[N:63]3)=[CH:58][CH:57]=2)[O:55][CH2:54][CH2:53][O:52]1. The catalyst class is: 808.